This data is from Forward reaction prediction with 1.9M reactions from USPTO patents (1976-2016). The task is: Predict the product of the given reaction. (1) Given the reactants C([N+](CCCC)(CCCC)CCCC)CCC.[S:18]([O:22][N:23]1[C:29](=[O:30])[N:28]2[CH2:31][C@H:24]1[CH2:25][CH2:26][C@H:27]2[C:32]([NH:34][NH:35][C:36]([C@@H:38]1[CH2:42][CH2:41][N:40](C(OC(C)(C)C)=O)[CH2:39]1)=[O:37])=[O:33])([OH:21])(=[O:20])=[O:19].FC(F)(F)C(O)=O.C(OCC)C, predict the reaction product. The product is: [O:30]=[C:29]1[N:28]2[CH2:31][C@@H:24]([CH2:25][CH2:26][C@H:27]2[C:32]([NH:34][NH:35][C:36]([C@@H:38]2[CH2:42][CH2:41][NH:40][CH2:39]2)=[O:37])=[O:33])[N:23]1[O:22][S:18]([OH:21])(=[O:20])=[O:19]. (2) Given the reactants [N:1]1[CH:6]=[CH:5][CH:4]=[C:3]([N:7]2[CH2:12][CH2:11][NH:10][CH2:9][CH2:8]2)[CH:2]=1.Br[CH2:14][C:15]#[N:16], predict the reaction product. The product is: [N:1]1[CH:6]=[CH:5][CH:4]=[C:3]([N:7]2[CH2:8][CH2:9][N:10]([CH2:14][C:15]#[N:16])[CH2:11][CH2:12]2)[CH:2]=1. (3) The product is: [CH3:1][C:2]1[C:6]([C:7]2[C:16]3[O:15][CH2:14][CH:13]([C:17]4[CH:22]=[CH:21][CH:20]=[CH:19][CH:18]=4)[N:12]4[C:11]=3[C:10]([C:25](=[O:27])[NH:23]4)=[CH:9][CH:8]=2)=[C:5]([CH3:29])[O:4][N:3]=1. Given the reactants [CH3:1][C:2]1[C:6]([C:7]2[CH:8]=[CH:9][C:10]([C:25]([O:27]C)=O)=[C:11]3[C:16]=2[O:15][CH2:14][CH:13]([C:17]2[CH:22]=[CH:21][CH:20]=[CH:19][CH:18]=2)[N:12]3[N:23]=O)=[C:5]([CH3:29])[O:4][N:3]=1.[Cl-].[NH4+], predict the reaction product. (4) The product is: [NH3:6].[S:22]1[CH:26]=[CH:25][C:24]([C:2]2[N:7]=[N:6][C:5]([N:8]3[CH2:13][C@@H:12]4[CH2:14][C@H:9]3[CH2:10][N:11]4[C:15]([O:17][C:18]([CH3:21])([CH3:20])[CH3:19])=[O:16])=[CH:4][CH:3]=2)=[CH:23]1. Given the reactants Br[C:2]1[N:7]=[N:6][C:5]([N:8]2[CH2:13][C@@H:12]3[CH2:14][C@H:9]2[CH2:10][N:11]3[C:15]([O:17][C:18]([CH3:21])([CH3:20])[CH3:19])=[O:16])=[CH:4][CH:3]=1.[S:22]1[CH:26]=[CH:25][C:24](B(O)O)=[CH:23]1.C(P(C(C)(C)C)C(C)(C)C)(C)(C)C.C(=O)([O-])[O-].[K+].[K+].C(O)CCO, predict the reaction product. (5) Given the reactants [C:1]([O:5][C:6]([N:8]1[CH2:13][CH2:12][CH:11]([N:14]2[C:18]3=[N:19][CH:20]=[N:21][C:22]([NH:23][C:24]4[CH:29]=[C:28]([F:30])[C:27]([F:31])=[CH:26][C:25]=4[F:32])=[C:17]3[CH:16]=[N:15]2)[CH2:10][CH2:9]1)=[O:7])(C)([CH3:3])[CH3:2].FC(F)(F)C(O)=O.ClC(OC(C)C)=O, predict the reaction product. The product is: [CH:1]([O:5][C:6]([N:8]1[CH2:9][CH2:10][CH:11]([N:14]2[C:18]3=[N:19][CH:20]=[N:21][C:22]([NH:23][C:24]4[CH:29]=[C:28]([F:30])[C:27]([F:31])=[CH:26][C:25]=4[F:32])=[C:17]3[CH:16]=[N:15]2)[CH2:12][CH2:13]1)=[O:7])([CH3:3])[CH3:2]. (6) Given the reactants [F:1][C:2]1[CH:3]=[C:4]([CH:16]=[CH:17][CH:18]=1)[CH2:5][C:6]1[CH:7]=[CH:8][C:9]([C:12]([O:14]C)=[O:13])=[N:10][CH:11]=1, predict the reaction product. The product is: [F:1][C:2]1[CH:3]=[C:4]([CH:16]=[CH:17][CH:18]=1)[CH2:5][C:6]1[CH:7]=[CH:8][C:9]([C:12]([OH:14])=[O:13])=[N:10][CH:11]=1. (7) The product is: [ClH:4].[ClH:4].[CH2:5]([C:9]1[S:18][C:17]2[NH:16][C:15]3[CH:19]=[CH:20][CH:21]=[CH:22][C:14]=3[N:13]=[C:12]([N:23]3[CH2:28][CH2:27][N:26]([CH3:29])[C@@H:25]([CH2:30][CH2:31][C:32]4[CH:33]=[CH:34][CH:35]=[CH:36][CH:37]=4)[CH2:24]3)[C:11]=2[N:10]=1)[CH2:6][CH2:7][CH3:8]. Given the reactants C([Cl:4])(=O)C.[CH2:5]([C:9]1[S:18][C:17]2[NH:16][C:15]3[CH:19]=[CH:20][CH:21]=[CH:22][C:14]=3[N:13]=[C:12]([N:23]3[CH2:28][CH2:27][N:26]([CH3:29])[C@@H:25]([CH2:30][CH2:31][C:32]4[CH:37]=[CH:36][CH:35]=[CH:34][CH:33]=4)[CH2:24]3)[C:11]=2[N:10]=1)[CH2:6][CH2:7][CH3:8].CO, predict the reaction product. (8) Given the reactants [Br:1][C:2]1[CH:3]=[C:4]([NH2:23])[C:5]([N:8]([CH2:15][C:16]2[CH:21]=[CH:20][CH:19]=[C:18]([Cl:22])[CH:17]=2)[CH2:9][CH2:10][C:11]([F:14])([F:13])[F:12])=[CH:6][CH:7]=1.C(N(CCC(F)(F)F)C1C(N)=CC(Br)=CC=1)C1C=CC=CC=1.C(N(CCC(F)(F)F)C1C=CC(Br)=CC=1N[C:62]([NH:64][C:65]1[CH:70]=[CH:69][C:68]([CH3:71])=[CH:67][CH:66]=1)=[O:63])C1C=CC=CC=1, predict the reaction product. The product is: [Br:1][C:2]1[CH:7]=[CH:6][C:5]([N:8]([CH2:15][C:16]2[CH:21]=[CH:20][CH:19]=[C:18]([Cl:22])[CH:17]=2)[CH2:9][CH2:10][C:11]([F:13])([F:14])[F:12])=[C:4]([NH:23][C:62]([NH:64][C:65]2[CH:70]=[CH:69][C:68]([CH3:71])=[CH:67][CH:66]=2)=[O:63])[CH:3]=1. (9) Given the reactants [C:1]([C:3]1([C:18]2[CH:23]=[CH:22][CH:21]=[CH:20][CH:19]=2)[CH2:8][CH2:7][N:6]([CH2:9][C:10]2[CH:15]=[CH:14][C:13]([F:16])=[CH:12][CH:11]=2)[C:5](=[O:17])[CH2:4]1)#[N:2].C(N(CC)CC)C.[SH2:31], predict the reaction product. The product is: [F:16][C:13]1[CH:14]=[CH:15][C:10]([CH2:9][N:6]2[CH2:7][CH2:8][C:3]([C:18]3[CH:23]=[CH:22][CH:21]=[CH:20][CH:19]=3)([C:1](=[S:31])[NH2:2])[CH2:4][C:5]2=[O:17])=[CH:11][CH:12]=1.